This data is from Forward reaction prediction with 1.9M reactions from USPTO patents (1976-2016). The task is: Predict the product of the given reaction. (1) Given the reactants [CH3:1][O:2][C:3](=[O:21])[CH2:4][CH2:5][CH2:6][N:7]([CH2:9][CH2:10][CH2:11][CH2:12][O:13][Si](C(C)(C)C)(C)C)[CH3:8].CCCC[N+](CCCC)(CCCC)CCCC.[F-], predict the reaction product. The product is: [CH3:1][O:2][C:3](=[O:21])[CH2:4][CH2:5][CH2:6][N:7]([CH2:9][CH2:10][CH2:11][CH2:12][OH:13])[CH3:8]. (2) Given the reactants [NH2:1][C:2]1[CH:3]=[C:4]([C:8]2[C:16]([C:17]3[CH:22]=[CH:21][N:20]=[C:19]([NH:23][C:24]4[CH:33]=[CH:32][C:27]5[O:28][CH2:29][CH2:30][O:31][C:26]=5[CH:25]=4)[N:18]=3)=[C:11]3[CH:12]=[CH:13][CH:14]=[CH:15][N:10]3[N:9]=2)[CH:5]=[CH:6][CH:7]=1.[CH3:34][N:35]1[CH:39]=[CH:38][CH:37]=[C:36]1[C:40](Cl)=[O:41], predict the reaction product. The product is: [O:28]1[C:27]2[CH:32]=[CH:33][C:24]([NH:23][C:19]3[N:18]=[C:17]([C:16]4[C:8]([C:4]5[CH:3]=[C:2]([NH:1][C:40]([C:36]6[N:35]([CH3:34])[CH:39]=[CH:38][CH:37]=6)=[O:41])[CH:7]=[CH:6][CH:5]=5)=[N:9][N:10]5[CH:15]=[CH:14][CH:13]=[CH:12][C:11]=45)[CH:22]=[CH:21][N:20]=3)=[CH:25][C:26]=2[O:31][CH2:30][CH2:29]1. (3) Given the reactants [F:1][C:2]1[CH:10]=[C:9]2[C:5]([CH:6]=[N:7][N:8]2C2CCCCO2)=[CH:4][C:3]=1[C:17]1[CH:18]=[C:19]([CH2:23][N:24]([CH3:26])[CH3:25])[CH:20]=[N:21][CH:22]=1.[SiH](CC)(CC)CC.C(O)(C(F)(F)F)=O, predict the reaction product. The product is: [F:1][C:2]1[CH:10]=[C:9]2[C:5]([CH:6]=[N:7][NH:8]2)=[CH:4][C:3]=1[C:17]1[CH:18]=[C:19]([CH2:23][N:24]([CH3:26])[CH3:25])[CH:20]=[N:21][CH:22]=1. (4) Given the reactants [F:1][C:2]1[CH:7]=[CH:6][C:5]([C:8]2([C:13]([OH:15])=O)[CH2:12][CH2:11][CH2:10][CH2:9]2)=[CH:4][CH:3]=1.[NH2:16][CH2:17][CH2:18][CH2:19][N:20]1[CH2:25][CH2:24][CH:23]([C:26]2[CH:27]=[CH:28][C:29]([F:38])=[C:30]([NH:32][C:33](=[O:37])[CH2:34][CH2:35][CH3:36])[CH:31]=2)[CH2:22][CH2:21]1, predict the reaction product. The product is: [C:33]([NH:32][C:30]1[CH:31]=[C:26]([CH:23]2[CH2:24][CH2:25][N:20]([CH2:19][CH2:18][CH2:17][NH:16][C:13]([C:8]3([C:5]4[CH:4]=[CH:3][C:2]([F:1])=[CH:7][CH:6]=4)[CH2:9][CH2:10][CH2:11][CH2:12]3)=[O:15])[CH2:21][CH2:22]2)[CH:27]=[CH:28][C:29]=1[F:38])(=[O:37])[CH2:34][CH2:35][CH3:36]. (5) Given the reactants CO[C:3](=[O:24])[C:4]1[CH:9]=[CH:8][C:7]([O:10][CH2:11][C:12]2[C:13]([C:18]3[CH:23]=[CH:22][CH:21]=[CH:20][N:19]=3)=[N:14][O:15][C:16]=2[CH3:17])=[N:6][CH:5]=1.COC(=O)C1C=CC(OC[C:36]2[C:37]([C:42]3[CH:47]=CC=CC=3F)=[N:38][O:39][C:40]=2C)=NC=1.NC1CCOCC1, predict the reaction product. The product is: [CH3:17][C:16]1[O:15][N:14]=[C:13]([C:18]2[CH:23]=[CH:22][CH:21]=[CH:20][N:19]=2)[C:12]=1[CH2:11][O:10][C:7]1[CH:8]=[CH:9][C:4]([C:3]([NH:38][CH:37]2[CH2:42][CH2:47][O:39][CH2:40][CH2:36]2)=[O:24])=[CH:5][N:6]=1. (6) Given the reactants C(N(C(C)C)CC)(C)C.CN(C(ON1N=NC2C=CC=CC1=2)=[N+](C)C)C.F[P-](F)(F)(F)(F)F.[CH2:34]([OH:38])[CH2:35][CH2:36][CH3:37].[CH3:39][N:40]([CH3:60])[CH:41]1[CH2:46][CH2:45][N:44]([C:47](=[O:59])[CH2:48][CH2:49][C:50]2[N:51]([CH2:55][C:56](O)=[O:57])[CH:52]=[CH:53][N:54]=2)[CH2:43][CH2:42]1, predict the reaction product. The product is: [CH3:60][N:40]([CH3:39])[CH:41]1[CH2:46][CH2:45][N:44]([C:47](=[O:59])[CH2:48][CH2:49][C:50]2[N:51]([CH2:55][C:56]([O:38][CH2:34][CH2:35][CH2:36][CH3:37])=[O:57])[CH:52]=[CH:53][N:54]=2)[CH2:43][CH2:42]1. (7) Given the reactants [CH2:1]([C:8]1([OH:27])[CH2:13][CH2:12][N:11]([CH2:14][CH2:15][NH:16][C:17]([NH:19][C:20]2[CH:25]=[CH:24][N:23]=[C:22](Cl)[CH:21]=2)=[O:18])[CH2:10][CH2:9]1)[C:2]1[CH:7]=[CH:6][CH:5]=[CH:4][CH:3]=1.B1([CH2:37][C:38]2[CH:43]=[CH:42][CH:41]=[CH:40][CH:39]=2)C2CCCC1CCC2.C1(P(C2C=CC=CC=2)C2C=CC=CC=2)C=CC=CC=1.C([O-])([O-])=O.[K+].[K+], predict the reaction product. The product is: [CH2:1]([C:8]1([OH:27])[CH2:13][CH2:12][N:11]([CH2:14][CH2:15][NH:16][C:17]([NH:19][C:20]2[CH:25]=[CH:24][N:23]=[C:22]([CH2:37][C:38]3[CH:43]=[CH:42][CH:41]=[CH:40][CH:39]=3)[CH:21]=2)=[O:18])[CH2:10][CH2:9]1)[C:2]1[CH:7]=[CH:6][CH:5]=[CH:4][CH:3]=1.